From a dataset of Forward reaction prediction with 1.9M reactions from USPTO patents (1976-2016). Predict the product of the given reaction. (1) Given the reactants [C:1]([C:5]1[NH:6][C:7]([C:16]2[CH:21]=[CH:20][N:19]=[C:18](F)[CH:17]=2)=[C:8]([C:10]2[CH:15]=[CH:14][CH:13]=[CH:12][N:11]=2)[N:9]=1)([CH3:4])([CH3:3])[CH3:2].Cl.[O:24]1CCCC1.[OH-].[Na+], predict the reaction product. The product is: [C:1]([C:5]1[NH:6][C:7]([C:16]2[CH:21]=[CH:20][NH:19][C:18](=[O:24])[CH:17]=2)=[C:8]([C:10]2[CH:15]=[CH:14][CH:13]=[CH:12][N:11]=2)[N:9]=1)([CH3:4])([CH3:3])[CH3:2]. (2) Given the reactants Br[C:2]1[CH:3]=[N:4][C:5]2[C:6]3[N:14]([CH2:15][CH:16]([CH3:18])[CH3:17])[C:13]([CH2:19][O:20][CH2:21][CH3:22])=[N:12][C:7]=3[CH:8]=[N:9][C:10]=2[CH:11]=1.C(=O)([O-])[O-].[Cs+].[Cs+].CC1(C)C2C=CC=C(P(C3C=CC=CC=3)C3C=CC=CC=3)C=2OC2C1=CC=CC=2P(C1C=CC=CC=1)C1C=CC=CC=1.[NH:71]1[CH2:75][CH2:74][CH2:73][C:72]1=[O:76], predict the reaction product. The product is: [CH2:21]([O:20][CH2:19][C:13]1[N:14]([CH2:15][CH:16]([CH3:18])[CH3:17])[C:6]2[C:5]3[N:4]=[CH:3][C:2]([N:71]4[CH2:75][CH2:74][CH2:73][C:72]4=[O:76])=[CH:11][C:10]=3[N:9]=[CH:8][C:7]=2[N:12]=1)[CH3:22]. (3) Given the reactants [F:1][C:2]([F:22])([F:21])[C:3]1[CH:20]=[CH:19][C:6]([CH2:7][O:8][C:9]2[CH:10]=[C:11]([CH:17]=O)[C:12]([CH:15]=[O:16])=[CH:13][CH:14]=2)=[CH:5][CH:4]=1.Cl.[NH2:24][CH2:25][C:26]#[N:27].C(N(CC)CC)C, predict the reaction product. The product is: [O:16]=[C:15]1[C:12]2[C:11](=[CH:10][C:9]([O:8][CH2:7][C:6]3[CH:19]=[CH:20][C:3]([C:2]([F:22])([F:21])[F:1])=[CH:4][CH:5]=3)=[CH:14][CH:13]=2)[CH2:17][N:27]1[CH2:26][C:25]#[N:24].